Dataset: Forward reaction prediction with 1.9M reactions from USPTO patents (1976-2016). Task: Predict the product of the given reaction. (1) Given the reactants [CH2:1]([SH:5])[CH2:2][CH2:3][CH3:4].Cl[CH2:7][C:8]([C:10]1[CH:19]=[CH:18][C:13]2[NH:14][C:15](=[O:17])[NH:16][C:12]=2[CH:11]=1)=[O:9].C(=O)([O-])[O-].[K+].[K+], predict the reaction product. The product is: [CH2:1]([S:5][CH2:7][C:8]([C:10]1[CH:19]=[CH:18][C:13]2[NH:14][C:15](=[O:17])[NH:16][C:12]=2[CH:11]=1)=[O:9])[CH2:2][CH2:3][CH3:4]. (2) The product is: [CH:33]([NH:30][C:4]1[N:3]=[C:2]([Cl:1])[N:10]=[C:9]2[C:5]=1[N:6]=[CH:7][N:8]2[CH:11]([CH3:13])[CH3:12])([C:22]1[CH:23]=[CH:24][CH:25]=[CH:26][CH:27]=1)[C:34]1[CH:26]=[CH:27][CH:22]=[CH:23][CH:24]=1. Given the reactants [Cl:1][C:2]1[N:10]=[C:9]2[C:5]([N:6]=[CH:7][N:8]2[CH:11]([CH3:13])[CH3:12])=[C:4](Cl)[N:3]=1.[C:22]1(N[C:22]2[CH:27]=[CH:26][CH:25]=[CH:24][CH:23]=2)[CH:27]=[CH:26][CH:25]=[CH:24][CH:23]=1.CC[N:30]([CH2:33][CH3:34])CC, predict the reaction product. (3) Given the reactants [Cl:1][C:2]1[CH:3]=[C:4]([C:8]2[CH:17]=[C:16]3[C:11]([NH:12][C:13](=O)[CH2:14][N:15]3[C:18]([O:20][CH:21]([CH3:23])[CH3:22])=[O:19])=[CH:10][CH:9]=2)[CH:5]=[CH:6][CH:7]=1.COC1C=CC(P2(SP(C3C=CC(OC)=CC=3)(=S)S2)=[S:34])=CC=1, predict the reaction product. The product is: [Cl:1][C:2]1[CH:3]=[C:4]([C:8]2[CH:17]=[C:16]3[C:11]([NH:12][C:13](=[S:34])[CH2:14][N:15]3[C:18]([O:20][CH:21]([CH3:23])[CH3:22])=[O:19])=[CH:10][CH:9]=2)[CH:5]=[CH:6][CH:7]=1. (4) Given the reactants [CH3:1][O:2][C:3]([CH3:18])([CH3:17])[CH2:4][C@H:5]([NH:9][C:10](=[O:16])[O:11][C:12]([CH3:15])([CH3:14])[CH3:13])[CH2:6][NH:7][CH3:8].C([O-])([O-])=O.[K+].[K+].[C:25]([O:34]N1C(=O)CCC1=O)([O:27][CH2:28][CH2:29][Si:30]([CH3:33])([CH3:32])[CH3:31])=O, predict the reaction product. The product is: [CH3:1][O:2][C:3]([CH3:18])([CH3:17])[CH2:4][C@H:5]([NH:9][C:10](=[O:16])[O:11][C:12]([CH3:14])([CH3:13])[CH3:15])[CH2:6][N:7]([CH3:8])[C:25]([O:27][CH2:28][CH2:29][Si:30]([CH3:31])([CH3:32])[CH3:33])=[O:34]. (5) Given the reactants [CH:1]1([CH2:6][C@H:7]([NH:29][C:30]([C:32]2[O:33][C:34](Br)=[CH:35][CH:36]=2)=[O:31])[C:8](=[O:28])[NH:9][C@H:10]2[CH2:16][CH2:15][C@@H:14]([CH3:17])[N:13]([S:18]([C:21]3[CH:26]=[CH:25][CH:24]=[CH:23][N:22]=3)(=[O:20])=[O:19])[CH2:12][C:11]2=[O:27])[CH2:5][CH2:4][CH2:3][CH2:2]1.[F:38][C:39]([F:50])([F:49])[C:40]1[CH:45]=[CH:44][C:43](B(O)O)=[CH:42][CH:41]=1.CC(OI1(OC(C)=O)(OC(C)=O)OC(=O)C2C=CC=CC1=2)=O, predict the reaction product. The product is: [CH:1]1([CH2:6][C@H:7]([NH:29][C:30]([C:32]2[O:33][C:34]([C:43]3[CH:44]=[CH:45][C:40]([C:39]([F:50])([F:49])[F:38])=[CH:41][CH:42]=3)=[CH:35][CH:36]=2)=[O:31])[C:8](=[O:28])[NH:9][C@H:10]2[CH2:16][CH2:15][C@@H:14]([CH3:17])[N:13]([S:18]([C:21]3[CH:26]=[CH:25][CH:24]=[CH:23][N:22]=3)(=[O:20])=[O:19])[CH2:12][C:11]2=[O:27])[CH2:5][CH2:4][CH2:3][CH2:2]1. (6) Given the reactants C(OC(=O)[NH:7][C@H:8]([C:10]1[N:14]([C:15]2[CH:20]=[CH:19][CH:18]=[CH:17][CH:16]=2)[C:13]2[CH:21]=[CH:22][CH:23]=[C:24]([CH3:25])[C:12]=2[N:11]=1)[CH3:9])(C)(C)C.C(O)(C(F)(F)F)=O, predict the reaction product. The product is: [CH3:25][C:24]1[C:12]2[N:11]=[C:10]([C@@H:8]([NH2:7])[CH3:9])[N:14]([C:15]3[CH:20]=[CH:19][CH:18]=[CH:17][CH:16]=3)[C:13]=2[CH:21]=[CH:22][CH:23]=1. (7) Given the reactants Cl[CH2:2][C@H:3]1[O:7][C@@H:6]([N:8]2[C:17]3[N:16]=[CH:15][N:14]=[C:12]([NH2:13])[C:11]=3[N:10]=[C:9]2[CH3:18])[C@H:5]([OH:19])[C@@H:4]1[OH:20].[CH3:21][NH2:22].C(O)C, predict the reaction product. The product is: [CH3:21][NH:22][CH2:2][C@H:3]1[O:7][C@@H:6]([N:8]2[C:17]3[N:16]=[CH:15][N:14]=[C:12]([NH2:13])[C:11]=3[N:10]=[C:9]2[CH3:18])[C@H:5]([OH:19])[C@@H:4]1[OH:20]. (8) Given the reactants [CH2:1]([N:8]1[CH2:13][CH2:12][CH:11]([C:14]([O:16]CC)=O)[C:10](=O)[CH2:9]1)[C:2]1[CH:7]=[CH:6][CH:5]=[CH:4][CH:3]=1.C(O)(=O)C.[CH:24]([NH2:26])=[NH:25].CC[O-].[Na+].Cl, predict the reaction product. The product is: [CH2:1]([N:8]1[CH2:13][CH2:12][C:11]2[C:14]([OH:16])=[N:26][CH:24]=[N:25][C:10]=2[CH2:9]1)[C:2]1[CH:7]=[CH:6][CH:5]=[CH:4][CH:3]=1. (9) Given the reactants Cl.[NH2:2][CH2:3][C:4]1[CH:12]=[CH:11][CH:10]=[C:9]2[C:5]=1[CH2:6][N:7]([CH:14]1[CH2:19][CH2:18][C:17](=[O:20])[NH:16][C:15]1=[O:21])[C:8]2=[O:13].[CH:22]1[C:31]2[C:26](=[CH:27][CH:28]=[CH:29][CH:30]=2)[CH:25]=[CH:24][C:23]=1[N:32]=[C:33]=[O:34].C(N(CC)CC)C, predict the reaction product. The product is: [O:21]=[C:15]1[CH:14]([N:7]2[CH2:6][C:5]3[C:9](=[CH:10][CH:11]=[CH:12][C:4]=3[CH2:3][NH:2][C:33]([NH:32][C:23]3[CH:24]=[CH:25][C:26]4[C:31](=[CH:30][CH:29]=[CH:28][CH:27]=4)[CH:22]=3)=[O:34])[C:8]2=[O:13])[CH2:19][CH2:18][C:17](=[O:20])[NH:16]1.